This data is from Forward reaction prediction with 1.9M reactions from USPTO patents (1976-2016). The task is: Predict the product of the given reaction. (1) The product is: [Cl:2][C:3]1[CH:8]=[CH:7][CH:6]=[CH:5][C:4]=1[C@H:9]1[C@@H:13]([C:14]2[CH:19]=[CH:18][CH:17]=[CH:16][C:15]=2[Cl:20])[N:12]([C:28]([O:27][C:23]([CH3:26])([CH3:25])[CH3:24])=[O:29])[C:11]([S:21][CH3:22])=[N:10]1. Given the reactants I.[Cl:2][C:3]1[CH:8]=[CH:7][CH:6]=[CH:5][C:4]=1[C@H:9]1[C@@H:13]([C:14]2[CH:19]=[CH:18][CH:17]=[CH:16][C:15]=2[Cl:20])[NH:12][C:11]([S:21][CH3:22])=[N:10]1.[C:23]([O:27][C:28](O[C:28]([O:27][C:23]([CH3:26])([CH3:25])[CH3:24])=[O:29])=[O:29])([CH3:26])([CH3:25])[CH3:24].C(N(CC)C(C)C)(C)C, predict the reaction product. (2) Given the reactants [C:1]1([CH2:7][O:8][C:9]2[CH:14]=[CH:13][C:12]([Cl:15])=[CH:11][C:10]=2[CH2:16][Cl:17])[CH:6]=CC=C[CH:2]=1.ClC1C=CC(OCC(C)C)=C(CO)C=1, predict the reaction product. The product is: [CH3:2][CH:1]([CH3:6])[CH2:7][O:8][C:9]1[CH:14]=[CH:13][C:12]([Cl:15])=[CH:11][C:10]=1[CH2:16][Cl:17].